From a dataset of NCI-60 drug combinations with 297,098 pairs across 59 cell lines. Regression. Given two drug SMILES strings and cell line genomic features, predict the synergy score measuring deviation from expected non-interaction effect. (1) Drug 1: CC(C)(C#N)C1=CC(=CC(=C1)CN2C=NC=N2)C(C)(C)C#N. Drug 2: C1CC(=O)NC(=O)C1N2C(=O)C3=CC=CC=C3C2=O. Cell line: SW-620. Synergy scores: CSS=-2.02, Synergy_ZIP=1.37, Synergy_Bliss=2.28, Synergy_Loewe=-2.24, Synergy_HSA=-2.24. (2) Drug 1: CN(C)C1=NC(=NC(=N1)N(C)C)N(C)C. Drug 2: C1=CC(=CC=C1C#N)C(C2=CC=C(C=C2)C#N)N3C=NC=N3. Cell line: UACC-257. Synergy scores: CSS=-3.48, Synergy_ZIP=2.20, Synergy_Bliss=0.623, Synergy_Loewe=-3.18, Synergy_HSA=-4.43. (3) Drug 1: CCC1=CC2CC(C3=C(CN(C2)C1)C4=CC=CC=C4N3)(C5=C(C=C6C(=C5)C78CCN9C7C(C=CC9)(C(C(C8N6C)(C(=O)OC)O)OC(=O)C)CC)OC)C(=O)OC.C(C(C(=O)O)O)(C(=O)O)O. Drug 2: C1=NC(=NC(=O)N1C2C(C(C(O2)CO)O)O)N. Cell line: MOLT-4. Synergy scores: CSS=70.8, Synergy_ZIP=-3.32, Synergy_Bliss=-2.86, Synergy_Loewe=-15.7, Synergy_HSA=-1.70. (4) Drug 1: C(CN)CNCCSP(=O)(O)O. Drug 2: CC1C(C(CC(O1)OC2CC(CC3=C2C(=C4C(=C3O)C(=O)C5=C(C4=O)C(=CC=C5)OC)O)(C(=O)CO)O)N)O.Cl. Cell line: OVCAR-5. Synergy scores: CSS=25.0, Synergy_ZIP=0.113, Synergy_Bliss=-1.89, Synergy_Loewe=-41.3, Synergy_HSA=-2.38.